Dataset: Forward reaction prediction with 1.9M reactions from USPTO patents (1976-2016). Task: Predict the product of the given reaction. (1) The product is: [CH2:1]([N:8]1[CH2:13][CH2:12][C:11]([C:22]2[CH:23]=[CH:24][C:25]([C:26]3[O:27][C:30]([CH:32]4[CH2:33][CH2:34][CH2:35]4)=[N:29][N:28]=3)=[CH:36][CH:37]=2)([C:14]2[CH:19]=[CH:18][CH:17]=[C:16]([O:20][CH3:21])[CH:15]=2)[CH2:10][CH2:9]1)[C:2]1[CH:3]=[CH:4][CH:5]=[CH:6][CH:7]=1. Given the reactants [CH2:1]([N:8]1[CH2:13][CH2:12][C:11]([C:22]2[CH:37]=[CH:36][C:25]([C:26]([NH:28][NH:29][C:30]([CH:32]3[CH2:35][CH2:34][CH2:33]3)=O)=[O:27])=[CH:24][CH:23]=2)([C:14]2[CH:19]=[CH:18][CH:17]=[C:16]([O:20][CH3:21])[CH:15]=2)[CH2:10][CH2:9]1)[C:2]1[CH:7]=[CH:6][CH:5]=[CH:4][CH:3]=1.N1C=CC=CC=1.S(OS(C(F)(F)F)(=O)=O)(C(F)(F)F)(=O)=O, predict the reaction product. (2) Given the reactants [Br:1][C:2]1[CH:3]=[C:4]2[C:9](=[CH:10][CH:11]=1)[N:8]([C:12](=[O:14])[CH3:13])[C@@H:7]([CH3:15])[CH2:6][NH:5]2.Cl[C:17]([O:19][C:20]1[CH:25]=[CH:24][CH:23]=[CH:22][CH:21]=1)=[O:18].C(N1C2C(=CC(Br)=CC=2)N(C(OC(C)C)=O)C[C@@H]1C)(=O)C, predict the reaction product. The product is: [C:12]([N:8]1[C:9]2[C:4](=[CH:3][C:2]([Br:1])=[CH:11][CH:10]=2)[N:5]([C:17]([O:19][C:20]2[CH:25]=[CH:24][CH:23]=[CH:22][CH:21]=2)=[O:18])[CH2:6][C@@H:7]1[CH3:15])(=[O:14])[CH3:13]. (3) The product is: [ClH:31].[Cl:31][C:28]1[CH:29]=[CH:30][C:25]([O:24][CH:21]2[CH2:22][CH2:23][N:18]([C:16](=[O:17])[C@@H:15]([NH2:14])[CH3:32])[CH2:19][CH2:20]2)=[CH:26][CH:27]=1. Given the reactants O1CCOCC1.Cl.C(OC(=O)[NH:14][C@@H:15]([CH3:32])[C:16]([N:18]1[CH2:23][CH2:22][CH:21]([O:24][C:25]2[CH:30]=[CH:29][C:28]([Cl:31])=[CH:27][CH:26]=2)[CH2:20][CH2:19]1)=[O:17])(C)(C)C, predict the reaction product. (4) Given the reactants [CH3:1][NH:2][C:3]1[N:8]=[C:7]([C:9]2[CH:14]=[CH:13][CH:12]=[CH:11][N:10]=2)[CH:6]=[C:5]([C:15]2[CH:16]=[N:17][CH:18]=[C:19]([C:21]3[CH:22]=[N:23][N:24]([CH:26]4[CH2:31][CH2:30][NH:29][CH2:28][CH2:27]4)[CH:25]=3)[CH:20]=2)[CH:4]=1.C(NC1N=C(C2C=CC=CN=2)C=C(C2C=NC=C(Br)C=2)C=1)[C:33]1[CH:38]=[CH:37][CH:36]=[CH:35][CH:34]=1, predict the reaction product. The product is: [CH2:1]([NH:2][C:3]1[N:8]=[C:7]([C:9]2[CH:14]=[CH:13][CH:12]=[CH:11][N:10]=2)[CH:6]=[C:5]([C:15]2[CH:16]=[N:17][CH:18]=[C:19]([C:21]3[CH:22]=[N:23][N:24]([CH:26]4[CH2:31][CH2:30][NH:29][CH2:28][CH2:27]4)[CH:25]=3)[CH:20]=2)[CH:4]=1)[C:33]1[CH:38]=[CH:37][CH:36]=[CH:35][CH:34]=1. (5) Given the reactants [OH-].[Na+].C[O:4][C:5](=[O:31])[C:6]1[CH:11]=[CH:10][C:9]([S:12]([N:15]2[C:23]3[C:18](=[CH:19][CH:20]=[CH:21][CH:22]=3)[C:17]([CH:24]3[CH2:28][CH2:27][C:26]([F:30])([F:29])[CH2:25]3)=[CH:16]2)(=[O:14])=[O:13])=[CH:8][CH:7]=1.Cl.CCOC(C)=O, predict the reaction product. The product is: [F:30][C:26]1([F:29])[CH2:27][CH2:28][CH:24]([C:17]2[C:18]3[C:23](=[CH:22][CH:21]=[CH:20][CH:19]=3)[N:15]([S:12]([C:9]3[CH:8]=[CH:7][C:6]([C:5]([OH:31])=[O:4])=[CH:11][CH:10]=3)(=[O:14])=[O:13])[CH:16]=2)[CH2:25]1. (6) Given the reactants [CH3:1][C:2]1[S:3][C:4]2[C:10](=O)[C:9](=[CH:12]N3CCOCC3)[CH2:8][CH2:7][C:5]=2[N:6]=1.[N+]([O-])(O)=O.[OH:23][C:24]1[CH:29]=[CH:28][C:27]([NH:30][C:31]([NH2:33])=[NH:32])=[CH:26][CH:25]=1.[OH-].[Na+], predict the reaction product. The product is: [CH3:1][C:2]1[S:3][C:4]2[C:10]3[N:33]=[C:31]([NH:30][C:27]4[CH:28]=[CH:29][C:24]([OH:23])=[CH:25][CH:26]=4)[N:32]=[CH:12][C:9]=3[CH2:8][CH2:7][C:5]=2[N:6]=1. (7) Given the reactants [NH2:1][C:2]1[C:7]([N+:8]([O-:10])=[O:9])=[C:6]([N:11]2[CH2:16][CH2:15][N:14]([CH2:17][C:18](NC3SC=CN=3)=O)[CH2:13][CH2:12]2)[C:5]([Br:26])=[CH:4][N:3]=1.BrC1C(Cl)=C([N+]([O-])=O)C(N)=NC=1.CCN(C(C)C)C(C)C.C(N1CCNCC1)C, predict the reaction product. The product is: [Br:26][C:5]1[C:6]([N:11]2[CH2:16][CH2:15][N:14]([CH2:17][CH3:18])[CH2:13][CH2:12]2)=[C:7]([N+:8]([O-:10])=[O:9])[C:2]([NH2:1])=[N:3][CH:4]=1. (8) Given the reactants [CH2:1]([O:3][C:4]1[CH:5]=[C:6]([C:10]2[CH:11]=[C:12]3[C:16](=[CH:17][CH:18]=2)[CH:15]([O:19][C:20]2[CH:25]=[CH:24][C:23]([C@H:26]([C:32]#[C:33][CH3:34])[CH2:27][C:28]([O:30]C)=[O:29])=[CH:22][CH:21]=2)[CH2:14][CH2:13]3)[CH:7]=[CH:8][CH:9]=1)[CH3:2].[OH-].[Na+].Cl, predict the reaction product. The product is: [CH2:1]([O:3][C:4]1[CH:5]=[C:6]([C:10]2[CH:11]=[C:12]3[C:16](=[CH:17][CH:18]=2)[CH:15]([O:19][C:20]2[CH:21]=[CH:22][C:23]([C@H:26]([C:32]#[C:33][CH3:34])[CH2:27][C:28]([OH:30])=[O:29])=[CH:24][CH:25]=2)[CH2:14][CH2:13]3)[CH:7]=[CH:8][CH:9]=1)[CH3:2].